Predict the product of the given reaction. From a dataset of Forward reaction prediction with 1.9M reactions from USPTO patents (1976-2016). (1) The product is: [NH2:2][C:1]([C:3]1[CH:12]=[CH:11][C:6]([C:7]([O:9][CH3:10])=[O:8])=[CH:5][C:4]=1[CH3:13])=[S:14]. Given the reactants [C:1]([C:3]1[CH:12]=[CH:11][C:6]([C:7]([O:9][CH3:10])=[O:8])=[CH:5][C:4]=1[CH3:13])#[N:2].[SH2:14].[Na].Cl.C(N(CC)CC)C, predict the reaction product. (2) The product is: [Br:1][C:2]1[CH:3]=[CH:4][C:5]([F:12])=[C:6]([C:8](=[O:11])[CH2:9][CH3:10])[CH:7]=1. Given the reactants [Br:1][C:2]1[CH:3]=[CH:4][C:5]([F:12])=[C:6]([CH:8]([OH:11])[CH2:9][CH3:10])[CH:7]=1.[O-2].[Al+3].[O-2].[O-2].[Al+3].[Cr](Cl)([O-])(=O)=O.[NH+]1C=CC=CC=1, predict the reaction product. (3) Given the reactants [Cl:1][C:2]1[C:7]([C:8]([F:11])([F:10])[F:9])=[CH:6][N:5]=[C:4]([NH:12][C:13]2[CH:27]=[CH:26][C:16](CP(=O)(OCC)OCC)=[CH:15][CH:14]=2)[N:3]=1.[CH2:28]([P:31](C1C=C(C=CC=1)N)([CH2:33][CH2:34][CH3:35])=[O:32])[CH2:29][CH3:30].ClC1N=C(Cl)C(C(F)(F)F)=CN=1, predict the reaction product. The product is: [Cl:1][C:2]1[C:7]([C:8]([F:10])([F:11])[F:9])=[CH:6][N:5]=[C:4]([NH:12][C:13]2[CH:14]=[CH:15][CH:16]=[C:26]([P:31]([CH2:33][CH2:34][CH3:35])([CH2:28][CH2:29][CH3:30])=[O:32])[CH:27]=2)[N:3]=1.